Dataset: Forward reaction prediction with 1.9M reactions from USPTO patents (1976-2016). Task: Predict the product of the given reaction. (1) Given the reactants [Br:1][C:2]1[CH:3]=[N:4][N:5]2[CH:10]=[CH:9][C:8](Cl)=[N:7][C:6]=12.[CH:12]([C@H:15]1[CH2:19][O:18][C:17](=[O:20])[NH:16]1)([CH3:14])[CH3:13].[H-].[Na+].[NH4+].[Cl-], predict the reaction product. The product is: [Br:1][C:2]1[CH:3]=[N:4][N:5]2[CH:10]=[CH:9][C:8]([N:16]3[C@@H:15]([CH:12]([CH3:14])[CH3:13])[CH2:19][O:18][C:17]3=[O:20])=[N:7][C:6]=12. (2) Given the reactants [CH3:1][C:2]1[CH:11]=[CH:10][C:9]2[C:4](=[CH:5][CH:6]=[C:7]([N+:12]([O-:14])=[O:13])[CH:8]=2)[N:3]=1.[Se](=O)=[O:16], predict the reaction product. The product is: [N+:12]([C:7]1[CH:8]=[C:9]2[C:4](=[CH:5][CH:6]=1)[N:3]=[C:2]([CH:1]=[O:16])[CH:11]=[CH:10]2)([O-:14])=[O:13]. (3) The product is: [CH2:1]([N:5]1[C:9]2[CH:10]=[CH:11][C:12]([CH2:14][OH:15])=[CH:13][C:8]=2[N:7]=[CH:6]1)[CH2:2][CH:3]=[CH2:4]. Given the reactants [CH2:1]([N:5]1[C:9]2[CH:10]=[CH:11][C:12]([C:14](OC)=[O:15])=[CH:13][C:8]=2[N:7]=[CH:6]1)[CH2:2][CH:3]=[CH2:4].[H-].[Al+3].[Li+].[H-].[H-].[H-].O.[OH-].[Na+], predict the reaction product. (4) The product is: [CH2:19]([O:18][C:16](=[O:17])[CH2:15][C:12]1[CH:13]=[CH:14][C:9]([C:5]2[O:6][C:7]([CH3:8])=[C:3]([CH2:2][O:21][C:22]3[CH:26]=[C:25]([C:27]([O:29][CH3:30])=[O:28])[O:24][N:23]=3)[N:4]=2)=[CH:10][CH:11]=1)[CH3:20]. Given the reactants Cl[CH2:2][C:3]1[N:4]=[C:5]([C:9]2[CH:14]=[CH:13][C:12]([CH2:15][C:16]([O:18][CH2:19][CH3:20])=[O:17])=[CH:11][CH:10]=2)[O:6][C:7]=1[CH3:8].[OH:21][C:22]1[CH:26]=[C:25]([C:27]([O:29][CH3:30])=[O:28])[O:24][N:23]=1.C(=O)([O-])[O-].[K+].[K+].CN(C)C=O, predict the reaction product. (5) Given the reactants [Br:1][C:2]1[CH:7]=[CH:6][C:5]([S:8](Cl)(=[O:10])=[O:9])=[CH:4][CH:3]=1.[N:12]1[CH:17]=[CH:16][CH:15]=[C:14]([CH2:18][NH2:19])[CH:13]=1.C(N(CC)CC)C, predict the reaction product. The product is: [Br:1][C:2]1[CH:7]=[CH:6][C:5]([S:8]([NH:19][CH2:18][C:14]2[CH:13]=[N:12][CH:17]=[CH:16][CH:15]=2)(=[O:10])=[O:9])=[CH:4][CH:3]=1. (6) Given the reactants [F:1][C:2]1[CH:7]=[CH:6][C:5]([C:8]2[C:12]3[N:13]=[CH:14][NH:15][C:16](=[O:17])[C:11]=3[S:10][CH:9]=2)=[CH:4][CH:3]=1.[O:18]1[C:20]2([CH2:25][CH2:24][N:23]([C:26]([O:28][C:29]([CH3:32])([CH3:31])[CH3:30])=[O:27])[CH2:22][CH2:21]2)[CH2:19]1.C(=O)([O-])[O-].[Cs+].[Cs+], predict the reaction product. The product is: [F:1][C:2]1[CH:3]=[CH:4][C:5]([C:8]2[C:12]3[N:13]=[CH:14][N:15]([CH2:19][C:20]4([OH:18])[CH2:21][CH2:22][N:23]([C:26]([O:28][C:29]([CH3:32])([CH3:31])[CH3:30])=[O:27])[CH2:24][CH2:25]4)[C:16](=[O:17])[C:11]=3[S:10][CH:9]=2)=[CH:6][CH:7]=1. (7) Given the reactants [Si]([O:8][CH2:9][C@@H:10]1[CH2:15][O:14][C@@H:13]([C:16]2[CH:21]=[CH:20][N:19]=[CH:18][C:17]=2[NH:22][C:23](=[O:39])[C:24]2[CH:29]=[CH:28][C:27]([F:30])=[C:26]([C:31]3[C:36]([F:37])=[CH:35][CH:34]=[CH:33][C:32]=3[F:38])[N:25]=2)[O:12][CH2:11]1)(C(C)(C)C)(C)C.CCCC[N+](CCCC)(CCCC)CCCC.[F-].CCOC(C)=O, predict the reaction product. The product is: [F:38][C:32]1[CH:33]=[CH:34][CH:35]=[C:36]([F:37])[C:31]=1[C:26]1[N:25]=[C:24]([C:23]([NH:22][C:17]2[CH:18]=[N:19][CH:20]=[CH:21][C:16]=2[C@H:13]2[O:14][CH2:15][C@H:10]([CH2:9][OH:8])[CH2:11][O:12]2)=[O:39])[CH:29]=[CH:28][C:27]=1[F:30].